From a dataset of Catalyst prediction with 721,799 reactions and 888 catalyst types from USPTO. Predict which catalyst facilitates the given reaction. Reactant: C([Si](C)(C)[O:6][CH2:7][CH2:8][N:9]([C:35]#[N:36])[C:10]1[CH:15]=[CH:14][C:13]([NH:16][C:17](=[O:34])[C:18]2[CH:23]=[CH:22][N:21]=[CH:20][C:19]=2[NH:24][C:25](=[O:33])[C:26]2[CH:31]=[CH:30][C:29]([Cl:32])=[CH:28][CH:27]=2)=[CH:12][CH:11]=1)(C)(C)C.[CH3:39][S:40]([OH:43])(=[O:42])=[O:41]. Product: [CH3:39][S:40]([OH:43])(=[O:42])=[O:41].[Cl:32][C:29]1[CH:28]=[CH:27][C:26]([C:25]([NH:24][C:19]2[CH:20]=[N:21][CH:22]=[CH:23][C:18]=2[C:17]([NH:16][C:13]2[CH:12]=[CH:11][C:10]([N:9]3[CH2:8][CH2:7][O:6][C:35]3=[NH:36])=[CH:15][CH:14]=2)=[O:34])=[O:33])=[CH:31][CH:30]=1. The catalyst class is: 27.